From a dataset of Forward reaction prediction with 1.9M reactions from USPTO patents (1976-2016). Predict the product of the given reaction. (1) Given the reactants [NH2:1][C:2]1[NH:3][C:4](=O)[C:5]2[S:10][C:9](=[O:11])[N:8]([C@@H:12]3[O:24][C@H:23]([CH2:25][O:26][C:27](=[O:29])[CH3:28])[C@@H:18]([O:19][C:20](=[O:22])[CH3:21])[C@H:13]3[O:14][C:15](=[O:17])[CH3:16])[C:6]=2[N:7]=1.P12(SP3(SP(SP(S3)(S1)=S)(=S)S2)=S)=[S:32], predict the reaction product. The product is: [NH2:1][C:2]1[NH:3][C:4](=[S:32])[C:5]2[S:10][C:9](=[O:11])[N:8]([C@@H:12]3[O:24][C@H:23]([CH2:25][O:26][C:27](=[O:29])[CH3:28])[C@@H:18]([O:19][C:20](=[O:22])[CH3:21])[C@H:13]3[O:14][C:15](=[O:17])[CH3:16])[C:6]=2[N:7]=1. (2) Given the reactants [CH2:1]([C:3]1[C:11]2[C:6](=[CH:7][CH:8]=[CH:9][C:10]=2[NH:12][C:13]([C:15]2[N:19]3[CH:20]=[CH:21][CH:22]=[CH:23][C:18]3=[N:17][CH:16]=2)=[O:14])[N:5]([CH2:24][C:25]2[CH:30]=[CH:29][CH:28]=[C:27]([OH:31])[N:26]=2)[N:4]=1)[CH3:2].CS(O[CH2:37][CH2:38][NH:39][C:40]([O:42][C:43]([CH3:46])([CH3:45])[CH3:44])=[O:41])(=O)=O.C(=O)([O-])[O-].[Cs+].[Cs+], predict the reaction product. The product is: [CH2:1]([C:3]1[C:11]2[C:6](=[CH:7][CH:8]=[CH:9][C:10]=2[NH:12][C:13]([C:15]2[N:19]3[CH:20]=[CH:21][CH:22]=[CH:23][C:18]3=[N:17][CH:16]=2)=[O:14])[N:5]([CH2:24][C:25]2[N:26]=[C:27]([O:31][CH2:37][CH2:38][NH:39][C:40](=[O:41])[O:42][C:43]([CH3:46])([CH3:45])[CH3:44])[CH:28]=[CH:29][CH:30]=2)[N:4]=1)[CH3:2]. (3) Given the reactants [C:1]1(=[O:8])[CH2:6][CH2:5][CH2:4][CH2:3][C:2]1=O.BrBr.[Br:11][C:12]1[CH:13]=[C:14]([C:18](=[S:20])[NH2:19])[CH:15]=[N:16][CH:17]=1, predict the reaction product. The product is: [Br:11][C:12]1[CH:13]=[C:14]([C:18]2[S:20][C:3]3[CH2:4][CH2:5][CH2:6][C:1](=[O:8])[C:2]=3[N:19]=2)[CH:15]=[N:16][CH:17]=1. (4) Given the reactants Br[C:2]1[CH:23]=[CH:22][CH:21]=[CH:20][C:3]=1[C:4]([NH:6][S:7]([C:10]1[CH:15]=[CH:14][CH:13]=[CH:12][C:11]=1[S:16](=[O:19])(=[O:18])[NH2:17])(=[O:9])=[O:8])=[O:5].C(=O)([O-])[O-].[K+].[K+].[CH3:30][C:31]([OH:50])([C:33]#[C:34][C:35]1[CH:40]=[CH:39][CH:38]=[C:37](B2OC(C)(C)C(C)(C)O2)[CH:36]=1)[CH3:32].O, predict the reaction product. The product is: [OH:50][C:31]([CH3:32])([CH3:30])[C:33]#[C:34][C:35]1[CH:36]=[C:37]([C:2]2[C:3]([C:4]([NH:6][S:7]([C:10]3[CH:15]=[CH:14][CH:13]=[CH:12][C:11]=3[S:16](=[O:19])(=[O:18])[NH2:17])(=[O:9])=[O:8])=[O:5])=[CH:20][CH:21]=[CH:22][CH:23]=2)[CH:38]=[CH:39][CH:40]=1. (5) Given the reactants Br[CH2:2][C:3]1[CH:12]=[CH:11][C:10]2[C:5](=[CH:6][CH:7]=[CH:8][CH:9]=2)[CH:4]=1.C(=O)([O-])[O-].[K+].[K+].[CH2:19]([O:21][C:22](=[O:39])[C@H:23]([CH2:31][C:32]1[CH:37]=[CH:36][CH:35]=[C:34]([OH:38])[CH:33]=1)[NH:24][C:25](=[O:30])[C:26]([F:29])([F:28])[F:27])[CH3:20], predict the reaction product. The product is: [CH2:19]([O:21][C:22](=[O:39])[C@H:23]([CH2:31][C:32]1[CH:37]=[CH:36][CH:35]=[C:34]([O:38][CH2:2][C:3]2[CH:12]=[CH:11][C:10]3[C:5](=[CH:6][CH:7]=[CH:8][CH:9]=3)[CH:4]=2)[CH:33]=1)[NH:24][C:25](=[O:30])[C:26]([F:27])([F:28])[F:29])[CH3:20]. (6) Given the reactants [CH:1]([O:4][C:5]1[CH:10]=[CH:9][C:8]([N+:11]([O-])=O)=[CH:7][CH:6]=1)([CH3:3])[CH3:2].[H][H], predict the reaction product. The product is: [CH:1]([O:4][CH:5]1[CH2:10][CH2:9][CH:8]([NH2:11])[CH2:7][CH2:6]1)([CH3:3])[CH3:2]. (7) Given the reactants [CH:1]1([CH:4]([OH:6])[CH3:5])[CH2:3][CH2:2]1.[H-].[Na+].[CH2:9]([N:16]1[CH2:25][CH2:24][C:23]2[N:22]=[C:21](Cl)[CH:20]=[CH:19][C:18]=2[CH2:17]1)[C:10]1[CH:15]=[CH:14][CH:13]=[CH:12][CH:11]=1.O, predict the reaction product. The product is: [CH2:9]([N:16]1[CH2:25][CH2:24][C:23]2[N:22]=[C:21]([O:6][CH:4]([CH:1]3[CH2:3][CH2:2]3)[CH3:5])[CH:20]=[CH:19][C:18]=2[CH2:17]1)[C:10]1[CH:11]=[CH:12][CH:13]=[CH:14][CH:15]=1. (8) Given the reactants [CH3:1][C:2]1[O:6][C:5]([C:7]2[CH:12]=[CH:11][C:10](C)=[CH:9][CH:8]=2)=[N:4][C:3]=1[CH2:14][CH2:15][O:16][C:17]1[CH:22]=[CH:21][C:20]([CH2:23][C@H:24]([NH:30][CH2:31][C:32]2[CH:37]=[CH:36][C:35](F)=[CH:34][CH:33]=2)[C:25]([O:27][CH2:28]C)=[O:26])=[CH:19][CH:18]=1.[Cl:39]C1C=CC=CC=1C=O, predict the reaction product. The product is: [CH3:1][C:2]1[O:6][C:5]([C:7]2[CH:12]=[CH:11][CH:10]=[CH:9][CH:8]=2)=[N:4][C:3]=1[CH2:14][CH2:15][O:16][C:17]1[CH:22]=[CH:21][C:20]([CH2:23][C@H:24]([NH:30][CH2:31][C:32]2[CH:37]=[CH:36][CH:35]=[CH:34][C:33]=2[Cl:39])[C:25]([O:27][CH3:28])=[O:26])=[CH:19][CH:18]=1. (9) Given the reactants C[O:2][C:3](=O)[C:4]1[CH:9]=[CH:8][C:7]([N+:10]([O-:12])=[O:11])=[CH:6][C:5]=1F.[NH2:15][NH2:16], predict the reaction product. The product is: [N+:10]([C:7]1[CH:6]=[C:5]2[C:4]([C:3](=[O:2])[NH:15][NH:16]2)=[CH:9][CH:8]=1)([O-:12])=[O:11].